Task: Predict the reaction yield, written as a fraction of the theoretical maximum amount of product (1.0 means a 100% yield; for example, 0.34 means a 34% yield).. Dataset: Reaction yield outcomes from USPTO patents with 853,638 reactions (1) The reactants are C1CCC(N=C=NC2CCCCC2)CC1.[F:16][C:17]1([F:26])[CH2:22][CH2:21][CH:20]([C:23]([OH:25])=[O:24])[CH2:19][CH2:18]1.O[N:28]1[C:32](=[O:33])[CH2:31][CH2:30][C:29]1=[O:34]. The catalyst is C1COCC1. The product is [F:16][C:17]1([F:26])[CH2:18][CH2:19][CH:20]([C:23]([O:25][N:28]2[C:32](=[O:33])[CH2:31][CH2:30][C:29]2=[O:34])=[O:24])[CH2:21][CH2:22]1. The yield is 0.940. (2) The reactants are [CH3:1][O:2][C:3]1[CH:15]=[CH:14][C:6]([CH2:7][C@H:8]([CH:11]([CH3:13])[CH3:12])[CH2:9]O)=[CH:5][C:4]=1[O:16][CH2:17][CH2:18][CH2:19][O:20][CH3:21].P(Br)(Br)([Br:24])=O.O.CO. The catalyst is CN(C)C=O. The product is [CH3:1][O:2][C:3]1[CH:15]=[CH:14][C:6]([CH2:7][C@H:8]([CH:11]([CH3:13])[CH3:12])[CH2:9][Br:24])=[CH:5][C:4]=1[O:16][CH2:17][CH2:18][CH2:19][O:20][CH3:21]. The yield is 0.796. (3) The reactants are [CH2:1](N1C2N=CN=C(OC3C=CC(NC(NC(=O)CC4C=CC=CC=4)=S)=CC=3F)C=2C=C1)[C:2]1C=CC=CC=1.[F:38][C:39]1[CH:40]=[C:41]([NH:55][C:56]([NH:58][C:59](=[O:67])[CH2:60][C:61]2[CH:66]=[CH:65][CH:64]=[CH:63][CH:62]=2)=[S:57])[CH:42]=[CH:43][C:44]=1[O:45][C:46]1[CH:51]=[CH:50][N:49]=[C:48]2[CH:52]=[CH:53][S:54][C:47]=12.C1(C2(C(N=C=S)=O)CC2)C=CC=CC=1. No catalyst specified. The product is [F:38][C:39]1[CH:40]=[C:41]([NH:55][C:56]([NH:58][C:59]([C:60]2([C:61]3[CH:62]=[CH:63][CH:64]=[CH:65][CH:66]=3)[CH2:2][CH2:1]2)=[O:67])=[S:57])[CH:42]=[CH:43][C:44]=1[O:45][C:46]1[CH:51]=[CH:50][N:49]=[C:48]2[CH:52]=[CH:53][S:54][C:47]=12. The yield is 0.410. (4) The reactants are [F:1][CH:2]([F:21])[O:3][C:4]1[CH:20]=[CH:19][C:7]2[N:8]=[C:9]([NH:11][C:12]([N:14]3[CH:18]=[CH:17]N=C3)=S)[S:10][C:6]=2[CH:5]=1.C([N:24]([CH2:27]C)CC)C.C(N=C=NC(C)C)(C)C.[C:38]1(C)C=[CH:42][CH:41]=[CH:40][CH:39]=1.CN(C)C=[O:48]. No catalyst specified. The product is [F:21][CH:2]([F:1])[O:3][C:4]1[CH:20]=[CH:19][C:7]2[N:8]=[C:9]([NH:11][C:12]3[O:48][C@:17]4([CH2:18][N:14]=3)[CH:40]3[CH2:41][CH2:42][N:24]([CH2:38][CH2:39]3)[CH2:27]4)[S:10][C:6]=2[CH:5]=1. The yield is 0.555. (5) The reactants are N[C@H:2]([C:10]([OH:12])=[O:11])[CH2:3][C:4]1[CH:9]=[CH:8][CH:7]=[CH:6][CH:5]=1.S(=O)(=O)(O)[OH:14].N([O-])=O.[Na+]. The catalyst is O. The product is [OH:14][C@@H:2]([CH2:3][C:4]1[CH:9]=[CH:8][CH:7]=[CH:6][CH:5]=1)[C:10]([OH:12])=[O:11]. The yield is 0.700. (6) The catalyst is C1([Sn](Cl)(Cl)Cl)C=CC=CC=1. The yield is 0.690. The product is [CH3:1][O:2][C:3](=[O:8])[CH:4]([CH:9]([O:12][CH3:13])[O:10][CH3:11])[CH:5]([O:17][CH3:16])[O:6][CH3:7]. The reactants are [CH3:1][O:2][C:3](=[O:8])/[CH:4]=[CH:5]/[O:6][CH3:7].[CH:9](OC)([O:12][CH3:13])[O:10][CH3:11].[C:16](=O)([O-])[O-:17].[Na+].[Na+]. (7) The reactants are Cl.[NH2:2][CH2:3][CH2:4][N:5]1[C:9]2[CH:10]=[CH:11][C:12]([C:14]3[O:15][C:16]4[CH:22]=[CH:21][CH:20]=[CH:19][C:17]=4[N:18]=3)=[CH:13][C:8]=2[N:7]=[C:6]1[CH3:23].[CH3:24][N:25]=[C:26]=[S:27].C(N(CC)CC)C.C1COCC1. The catalyst is O.C(Cl)(Cl)Cl. The product is [O:15]1[C:16]2[CH:22]=[CH:21][CH:20]=[CH:19][C:17]=2[N:18]=[C:14]1[C:12]1[CH:11]=[CH:10][C:9]2[N:5]([CH2:4][CH2:3][NH:2][C:26](=[S:27])[NH:25][CH3:24])[C:6]([CH3:23])=[N:7][C:8]=2[CH:13]=1. The yield is 0.400. (8) The reactants are [CH2:1]([N:8]1[N:12]=[N:11][C:10]([C:13]([O:15]CC)=[O:14])=[N:9]1)[C:2]1[CH:7]=[CH:6][CH:5]=[CH:4][CH:3]=1.[Li+].[OH-]. The catalyst is C1COCC1.O. The product is [CH2:1]([N:8]1[N:12]=[N:11][C:10]([C:13]([OH:15])=[O:14])=[N:9]1)[C:2]1[CH:7]=[CH:6][CH:5]=[CH:4][CH:3]=1. The yield is 0.563.